This data is from Catalyst prediction with 721,799 reactions and 888 catalyst types from USPTO. The task is: Predict which catalyst facilitates the given reaction. (1) Reactant: [C:1]([OH:24])(=O)[CH2:2][CH2:3]/[CH:4]=[CH:5]\[CH2:6]/[CH:7]=[CH:8]\[CH2:9]/[CH:10]=[CH:11]\[CH2:12]/[CH:13]=[CH:14]\[CH2:15]/[CH:16]=[CH:17]\[CH2:18]/[CH:19]=[CH:20]\[CH2:21][CH3:22].CCN=C=[N:29][CH2:30][CH2:31][CH2:32]N(C)C.C1C=CC2N([OH:45])N=NC=2C=1.CCN(CC)CC. Product: [OH:45][CH2:32][CH2:31][CH2:30][NH:29][C:1](=[O:24])[CH2:2][CH2:3]/[CH:4]=[CH:5]\[CH2:6]/[CH:7]=[CH:8]\[CH2:9]/[CH:10]=[CH:11]\[CH2:12]/[CH:13]=[CH:14]\[CH2:15]/[CH:16]=[CH:17]\[CH2:18]/[CH:19]=[CH:20]\[CH2:21][CH3:22]. The catalyst class is: 2. (2) Reactant: [NH2:1][C:2]1[CH:7]=[CH:6][C:5]([N:8]2[CH:13]=[CH:12][C:11]3[O:14][C:15]([CH3:17])=[CH:16][C:10]=3[C:9]2=[O:18])=[CH:4][CH:3]=1.Cl.Cl[CH2:21][CH2:22][NH:23][CH2:24][CH2:25]Cl.C(=O)([O-])[O-].[K+].[K+]. Product: [CH3:17][C:15]1[O:14][C:11]2[CH:12]=[CH:13][N:8]([C:5]3[CH:4]=[CH:3][C:2]([N:1]4[CH2:25][CH2:24][NH:23][CH2:22][CH2:21]4)=[CH:7][CH:6]=3)[C:9](=[O:18])[C:10]=2[CH:16]=1. The catalyst class is: 51.